Dataset: NCI-60 drug combinations with 297,098 pairs across 59 cell lines. Task: Regression. Given two drug SMILES strings and cell line genomic features, predict the synergy score measuring deviation from expected non-interaction effect. (1) Drug 1: COC1=CC(=CC(=C1O)OC)C2C3C(COC3=O)C(C4=CC5=C(C=C24)OCO5)OC6C(C(C7C(O6)COC(O7)C8=CC=CS8)O)O. Drug 2: CCCCCOC(=O)NC1=NC(=O)N(C=C1F)C2C(C(C(O2)C)O)O. Cell line: M14. Synergy scores: CSS=33.2, Synergy_ZIP=2.44, Synergy_Bliss=1.55, Synergy_Loewe=-37.0, Synergy_HSA=0.973. (2) Drug 1: CC1=C2C(C(=O)C3(C(CC4C(C3C(C(C2(C)C)(CC1OC(=O)C(C(C5=CC=CC=C5)NC(=O)OC(C)(C)C)O)O)OC(=O)C6=CC=CC=C6)(CO4)OC(=O)C)OC)C)OC. Drug 2: C1=CC=C(C(=C1)C(C2=CC=C(C=C2)Cl)C(Cl)Cl)Cl. Cell line: PC-3. Synergy scores: CSS=58.1, Synergy_ZIP=11.7, Synergy_Bliss=12.1, Synergy_Loewe=-27.7, Synergy_HSA=12.8. (3) Drug 1: CC1=CC=C(C=C1)C2=CC(=NN2C3=CC=C(C=C3)S(=O)(=O)N)C(F)(F)F. Drug 2: CCN(CC)CCNC(=O)C1=C(NC(=C1C)C=C2C3=C(C=CC(=C3)F)NC2=O)C. Cell line: PC-3. Synergy scores: CSS=4.60, Synergy_ZIP=-1.99, Synergy_Bliss=-0.345, Synergy_Loewe=-1.66, Synergy_HSA=-0.494. (4) Drug 1: C1=CC(=C2C(=C1NCCNCCO)C(=O)C3=C(C=CC(=C3C2=O)O)O)NCCNCCO. Drug 2: CS(=O)(=O)CCNCC1=CC=C(O1)C2=CC3=C(C=C2)N=CN=C3NC4=CC(=C(C=C4)OCC5=CC(=CC=C5)F)Cl. Cell line: M14. Synergy scores: CSS=34.8, Synergy_ZIP=13.4, Synergy_Bliss=14.3, Synergy_Loewe=-21.2, Synergy_HSA=11.7. (5) Drug 1: CNC(=O)C1=CC=CC=C1SC2=CC3=C(C=C2)C(=NN3)C=CC4=CC=CC=N4. Drug 2: C1=CN(C=N1)CC(O)(P(=O)(O)O)P(=O)(O)O. Cell line: NCI-H522. Synergy scores: CSS=11.5, Synergy_ZIP=-1.78, Synergy_Bliss=3.80, Synergy_Loewe=4.48, Synergy_HSA=4.45. (6) Drug 2: CC(C)(C1=NC(=CC=C1)N2C3=NC(=NC=C3C(=O)N2CC=C)NC4=CC=C(C=C4)N5CCN(CC5)C)O. Drug 1: CC12CCC3C(C1CCC2NC(=O)OCC(F)(F)F)CCC4C3(C=CC(=O)N4C)C. Synergy scores: CSS=12.9, Synergy_ZIP=-6.41, Synergy_Bliss=-8.52, Synergy_Loewe=-26.4, Synergy_HSA=-6.32. Cell line: HCT116. (7) Synergy scores: CSS=-6.55, Synergy_ZIP=2.32, Synergy_Bliss=-1.20, Synergy_Loewe=-5.30, Synergy_HSA=-4.99. Cell line: MALME-3M. Drug 2: CC1=CC=C(C=C1)C2=CC(=NN2C3=CC=C(C=C3)S(=O)(=O)N)C(F)(F)F. Drug 1: CN(C)N=NC1=C(NC=N1)C(=O)N. (8) Drug 1: CC1C(C(CC(O1)OC2CC(OC(C2O)C)OC3=CC4=CC5=C(C(=O)C(C(C5)C(C(=O)C(C(C)O)O)OC)OC6CC(C(C(O6)C)O)OC7CC(C(C(O7)C)O)OC8CC(C(C(O8)C)O)(C)O)C(=C4C(=C3C)O)O)O)O. Drug 2: CC1=C(N=C(N=C1N)C(CC(=O)N)NCC(C(=O)N)N)C(=O)NC(C(C2=CN=CN2)OC3C(C(C(C(O3)CO)O)O)OC4C(C(C(C(O4)CO)O)OC(=O)N)O)C(=O)NC(C)C(C(C)C(=O)NC(C(C)O)C(=O)NCCC5=NC(=CS5)C6=NC(=CS6)C(=O)NCCC[S+](C)C)O. Cell line: RXF 393. Synergy scores: CSS=20.8, Synergy_ZIP=-2.67, Synergy_Bliss=1.25, Synergy_Loewe=0.0983, Synergy_HSA=2.08.